From a dataset of Reaction yield outcomes from USPTO patents with 853,638 reactions. Predict the reaction yield, written as a fraction of the theoretical maximum amount of product (1.0 means a 100% yield; for example, 0.34 means a 34% yield). (1) The reactants are C[O:2][C:3]([C:5]1[S:9][C:8]([N:10]2[C:14]3[CH:15]=[C:16]([O:21][CH3:22])[C:17]([O:19][CH3:20])=[CH:18][C:13]=3[N:12]=[CH:11]2)=[N:7][C:6]=1Br)=[O:4].[F:24][C:25]1[CH:26]=[C:27](B(O)O)[CH:28]=[CH:29][C:30]=1[F:31]. No catalyst specified. The product is [F:24][C:25]1[CH:26]=[C:27]([C:6]2[N:7]=[C:8]([N:10]3[C:14]4[CH:15]=[C:16]([O:21][CH3:22])[C:17]([O:19][CH3:20])=[CH:18][C:13]=4[N:12]=[CH:11]3)[S:9][C:5]=2[C:3]([OH:2])=[O:4])[CH:28]=[CH:29][C:30]=1[F:31]. The yield is 0.210. (2) The reactants are [H-].[Na+].[Br-].[CH2:4]([P+](C1C=CC=CC=1)(C1C=CC=CC=1)C1C=CC=CC=1)[C:5]1[CH:10]=[CH:9][CH:8]=[CH:7][CH:6]=1.[O:30]1[C:34]2([CH2:39][CH2:38][C:37](=O)[CH2:36][CH2:35]2)[O:33][CH2:32][CH2:31]1. The catalyst is CS(C)=O. The product is [CH:4](=[C:37]1[CH2:38][CH2:39][C:34]2([O:33][CH2:32][CH2:31][O:30]2)[CH2:35][CH2:36]1)[C:5]1[CH:10]=[CH:9][CH:8]=[CH:7][CH:6]=1. The yield is 0.610. (3) The reactants are Br[C:2]1[CH:23]=[CH:22][C:5]([C:6]([NH:8][S:9]([C:12]2[CH:17]=[CH:16][CH:15]=[CH:14][C:13]=2[S:18](=[O:21])(=[O:20])[NH2:19])(=[O:11])=[O:10])=[O:7])=[CH:4][CH:3]=1.[CH2:24]([C:26]([OH:31])([CH2:29][CH3:30])[C:27]#[CH:28])[CH3:25].C(NC(C)C)(C)C. The catalyst is CN(C)C=O.Cl[Pd](Cl)([P](C1C=CC=CC=1)(C1C=CC=CC=1)C1C=CC=CC=1)[P](C1C=CC=CC=1)(C1C=CC=CC=1)C1C=CC=CC=1.[Cu]I. The product is [CH2:27]([C:26]([OH:31])([CH2:29][CH3:30])[C:24]#[C:25][C:2]1[CH:23]=[CH:22][C:5]([C:6]([NH:8][S:9]([C:12]2[CH:17]=[CH:16][CH:15]=[CH:14][C:13]=2[S:18](=[O:21])(=[O:20])[NH2:19])(=[O:11])=[O:10])=[O:7])=[CH:4][CH:3]=1)[CH3:28]. The yield is 0.270. (4) The reactants are [N:1]1([CH2:7][CH2:8][O:9][C:10]2[CH:15]=[CH:14][C:13]([NH2:16])=[CH:12][CH:11]=2)[CH2:6][CH2:5][CH2:4][CH2:3][CH2:2]1.[Cl:17][C:18]1[CH:19]=[C:20]2[C:24](=[CH:25][CH:26]=1)[NH:23][C:22](=[O:27])[C:21]2=[CH:28]O. No catalyst specified. The product is [Cl:17][C:18]1[CH:19]=[C:20]2[C:24](=[CH:25][CH:26]=1)[NH:23][C:22](=[O:27])[C:21]2=[CH:28][NH:16][C:13]1[CH:12]=[CH:11][C:10]([O:9][CH2:8][CH2:7][N:1]2[CH2:2][CH2:3][CH2:4][CH2:5][CH2:6]2)=[CH:15][CH:14]=1. The yield is 0.570. (5) The reactants are C([O:3][C:4](=[O:35])[CH:5]=[CH:6][C:7]1[CH:12]=[CH:11][C:10]([C:13]#[C:14][C:15]2[CH:24]=[C:23]([CH:25]3[CH2:27][CH2:26]3)[C:22]3[CH:21]([N:28]([CH:30]4[CH2:32][CH2:31]4)[CH3:29])[CH2:20][CH2:19][C:18]([CH3:34])([CH3:33])[C:17]=3[CH:16]=2)=[CH:9][CH:8]=1)C.[OH-].[Na+]. The catalyst is CO.O1CCCC1. The product is [CH:25]1([C:23]2[C:22]3[CH:21]([N:28]([CH:30]4[CH2:31][CH2:32]4)[CH3:29])[CH2:20][CH2:19][C:18]([CH3:33])([CH3:34])[C:17]=3[CH:16]=[C:15]([C:14]#[C:13][C:10]3[CH:9]=[CH:8][C:7]([CH:6]=[CH:5][C:4]([OH:35])=[O:3])=[CH:12][CH:11]=3)[CH:24]=2)[CH2:27][CH2:26]1. The yield is 0.500. (6) The catalyst is CN(C=O)C. The yield is 0.850. The reactants are [OH:1][C@H:2]1[CH2:6][N:5]([C:7]([O:9][C:10]([CH3:13])([CH3:12])[CH3:11])=[O:8])[C@@H:4]([C:14]([O:16][CH3:17])=[O:15])[CH2:3]1.[CH:18]1[CH:23]=[CH:22][C:21]([CH2:24]Br)=[CH:20][CH:19]=1.CCOCC. The product is [CH2:24]([O:1][C@H:2]1[CH2:6][N:5]([C:7]([O:9][C:10]([CH3:11])([CH3:12])[CH3:13])=[O:8])[C@H:4]([C:14]([O:16][CH3:17])=[O:15])[CH2:3]1)[C:21]1[CH:22]=[CH:23][CH:18]=[CH:19][CH:20]=1. (7) The reactants are [F:1][C:2]([F:19])([F:18])[C:3](=O)[CH2:4][C:5]([C:8]1[CH:13]=[C:12]([F:14])[CH:11]=[CH:10][C:9]=1[O:15][CH3:16])([CH3:7])[CH3:6].[C:20]([S:24]([NH2:26])=[O:25])([CH3:23])([CH3:22])[CH3:21]. The catalyst is CCO.C1COCC1.[Cl-].[Na+].O.CCOC(C)=O. The product is [F:14][C:12]1[CH:11]=[CH:10][C:9]([O:15][CH3:16])=[C:8]([C:5]([CH3:7])([CH3:6])[CH2:4]/[C:3](=[N:26]/[S:24]([C:20]([CH3:23])([CH3:22])[CH3:21])=[O:25])/[C:2]([F:19])([F:18])[F:1])[CH:13]=1. The yield is 0.440.